Dataset: Full USPTO retrosynthesis dataset with 1.9M reactions from patents (1976-2016). Task: Predict the reactants needed to synthesize the given product. (1) Given the product [Cl:8][C:9]1[CH:14]=[C:13]([S:15]([C:18]2[CH:23]=[CH:22][CH:21]=[CH:20][CH:19]=2)(=[O:17])=[O:16])[CH:12]=[CH:11][C:10]=1[NH:24][C:25](=[O:36])[C@H:26]([NH2:28])[CH3:27], predict the reactants needed to synthesize it. The reactants are: C(O)(C(F)(F)F)=O.[Cl:8][C:9]1[CH:14]=[C:13]([S:15]([C:18]2[CH:23]=[CH:22][CH:21]=[CH:20][CH:19]=2)(=[O:17])=[O:16])[CH:12]=[CH:11][C:10]=1[NH:24][C:25](=[O:36])[C@H:26]([NH:28]C(OC(C)(C)C)=O)[CH3:27]. (2) The reactants are: [I-:1].[Na+].CN(C)CCN.Br[C:10]1[CH:11]=[N:12][C:13]([O:16][CH:17]2[CH2:22][CH2:21][N:20]([C:23]([O:25][C:26]([CH3:29])([CH3:28])[CH3:27])=[O:24])[CH2:19][CH2:18]2)=[N:14][CH:15]=1. Given the product [I:1][C:10]1[CH:11]=[N:12][C:13]([O:16][CH:17]2[CH2:22][CH2:21][N:20]([C:23]([O:25][C:26]([CH3:29])([CH3:28])[CH3:27])=[O:24])[CH2:19][CH2:18]2)=[N:14][CH:15]=1, predict the reactants needed to synthesize it.